From a dataset of Forward reaction prediction with 1.9M reactions from USPTO patents (1976-2016). Predict the product of the given reaction. (1) Given the reactants [F:1][C:2]([F:23])([F:22])[C:3]([NH:5][C@H:6]([CH3:21])[CH2:7][C:8]1[CH:13]=[C:12]([O:14][CH3:15])[C:11]([CH2:16][CH2:17]O)=[CH:10][C:9]=1[O:19][CH3:20])=[O:4].C1(P(C2C=CC=CC=2)C2C=CC=CC=2)C=CC=CC=1.C(Br)(Br)(Br)[Br:44], predict the reaction product. The product is: [Br:44][CH2:17][CH2:16][C:11]1[C:12]([O:14][CH3:15])=[CH:13][C:8]([CH2:7][C@H:6]([NH:5][C:3](=[O:4])[C:2]([F:23])([F:22])[F:1])[CH3:21])=[C:9]([O:19][CH3:20])[CH:10]=1. (2) Given the reactants [CH3:1][CH2:2][CH:3]([OH:6])[C:4]#[N:5].[NH2:7]O.[Cl:9][C:10]1[CH:11]=[C:12]([CH:16]=[CH:17][CH:18]=1)[C:13](Cl)=[O:14].C([O-])(O)=O.[Na+], predict the reaction product. The product is: [Cl:9][C:10]1[CH:11]=[C:12]([C:13]2[O:14][N:7]=[C:4]([CH:3]([OH:6])[CH2:2][CH3:1])[N:5]=2)[CH:16]=[CH:17][CH:18]=1.